Predict the reactants needed to synthesize the given product. From a dataset of Full USPTO retrosynthesis dataset with 1.9M reactions from patents (1976-2016). (1) Given the product [CH3:34][C:26]1[CH:25]=[C:24]([CH2:23][O:1][CH2:2][C:3]2([C:16]3[CH:17]=[CH:18][CH:19]=[CH:20][CH:21]=3)[CH2:4][CH2:5][NH:6][CH2:7][CH2:8]2)[C:33]2[C:28](=[CH:29][CH:30]=[CH:31][CH:32]=2)[N:27]=1, predict the reactants needed to synthesize it. The reactants are: [OH:1][CH2:2][C:3]1([C:16]2[CH:21]=[CH:20][CH:19]=[CH:18][CH:17]=2)[CH2:8][CH2:7][N:6](C(OC(C)(C)C)=O)[CH2:5][CH2:4]1.Br[CH2:23][C:24]1[C:33]2[C:28](=[CH:29][CH:30]=[CH:31][CH:32]=2)[N:27]=[C:26]([CH3:34])[CH:25]=1.CC(C)([O-])C.[K+].FC(F)(F)C(O)=O.C(Cl)Cl. (2) Given the product [N+:21]([C:10]1[CH:9]=[C:8](/[CH:24]=[CH:25]/[C:26]2[CH:31]=[CH:30][CH:29]=[CH:28][CH:27]=2)[CH:20]=[CH:19][C:11]=1[C:12]([O:14][C:15]([CH3:18])([CH3:17])[CH3:16])=[O:13])([O-:23])=[O:22], predict the reactants needed to synthesize it. The reactants are: CN(C)C(=O)C.Br[C:8]1[CH:20]=[CH:19][C:11]([C:12]([O:14][C:15]([CH3:18])([CH3:17])[CH3:16])=[O:13])=[C:10]([N+:21]([O-:23])=[O:22])[CH:9]=1.[CH2:24]=[CH:25][C:26]1[CH:31]=[CH:30][CH:29]=[CH:28][CH:27]=1.C([O-])(=O)C.[Na+]. (3) Given the product [I:15][C:2]1[C:7]([N+:8]([O-:10])=[O:9])=[CH:6][CH:5]=[CH:4][N:3]=1, predict the reactants needed to synthesize it. The reactants are: N[C:2]1[C:7]([N+:8]([O-:10])=[O:9])=[CH:6][CH:5]=[CH:4][N:3]=1.N([O-])=O.[Na+].[I-:15].[K+].[OH-].[Na+]. (4) Given the product [NH2:18][C:16]1[CH:15]=[C:14]2[C:10]([CH2:11][CH2:12][CH2:13]2)=[C:9]([NH:8][C:5]2[N:4]=[C:3]([NH:21][C:22]3[CH:31]=[CH:30][CH:29]=[CH:28][C:23]=3[C:24]([NH:26][CH3:27])=[O:25])[C:2]([Cl:1])=[CH:7][N:6]=2)[CH:17]=1, predict the reactants needed to synthesize it. The reactants are: [Cl:1][C:2]1[C:3]([NH:21][C:22]2[CH:31]=[CH:30][CH:29]=[CH:28][C:23]=2[C:24]([NH:26][CH3:27])=[O:25])=[N:4][C:5]([NH:8][C:9]2[CH:17]=[C:16]([N+:18]([O-])=O)[CH:15]=[C:14]3[C:10]=2[CH2:11][CH2:12][CH2:13]3)=[N:6][CH:7]=1.C(O)C. (5) Given the product [ClH:27].[CH2:1]([NH:8][C:9]1[N:13]([CH3:14])[C:12]2[CH:15]=[CH:16][C:17]([N:19]([CH3:20])[C:21]3[CH:26]=[CH:25][N:24]=[C:23]([NH:28][C:29]4[CH:34]=[CH:33][C:32]([CH2:35][S:36]([NH2:39])(=[O:37])=[O:38])=[CH:31][CH:30]=4)[N:22]=3)=[CH:18][C:11]=2[N:10]=1)[C:2]1[CH:7]=[CH:6][CH:5]=[CH:4][CH:3]=1, predict the reactants needed to synthesize it. The reactants are: [CH2:1]([NH:8][C:9]1[N:13]([CH3:14])[C:12]2[CH:15]=[CH:16][C:17]([N:19]([C:21]3[CH:26]=[CH:25][N:24]=[C:23]([Cl:27])[N:22]=3)[CH3:20])=[CH:18][C:11]=2[N:10]=1)[C:2]1[CH:7]=[CH:6][CH:5]=[CH:4][CH:3]=1.[NH2:28][C:29]1[CH:34]=[CH:33][C:32]([CH2:35][S:36]([NH2:39])(=[O:38])=[O:37])=[CH:31][CH:30]=1. (6) The reactants are: [CH3:1][O:2][C:3]([C:5]1[CH:13]=[C:12]2[C:8]([CH:9]([CH3:14])[CH2:10][NH:11]2)=[CH:7][CH:6]=1)=[O:4].[Cl:15][C:16]1[CH:17]=[CH:18][C:19]([O:26][CH3:27])=[C:20]([S:22](Cl)(=[O:24])=[O:23])[CH:21]=1. Given the product [CH3:1][O:2][C:3]([C:5]1[CH:13]=[C:12]2[C:8]([CH:9]([CH3:14])[CH2:10][N:11]2[S:22]([C:20]2[CH:21]=[C:16]([Cl:15])[CH:17]=[CH:18][C:19]=2[O:26][CH3:27])(=[O:23])=[O:24])=[CH:7][CH:6]=1)=[O:4], predict the reactants needed to synthesize it.